This data is from Full USPTO retrosynthesis dataset with 1.9M reactions from patents (1976-2016). The task is: Predict the reactants needed to synthesize the given product. (1) Given the product [S:27]1[CH:31]=[CH:30][C:29]2[CH:32]=[C:33]([C:36]([NH:39][C:15]([NH:14][C:11]3[CH:12]=[CH:13][C:8]([C:6]4[CH:5]=[CH:4][N:3]=[C:2]([CH3:1])[CH:7]=4)=[CH:9][CH:10]=3)=[O:16])([CH3:37])[CH3:38])[CH:34]=[CH:35][C:28]1=2, predict the reactants needed to synthesize it. The reactants are: [CH3:1][C:2]1[CH:7]=[C:6]([C:8]2[CH:13]=[CH:12][C:11]([NH2:14])=[CH:10][CH:9]=2)[CH:5]=[CH:4][N:3]=1.[C:15](N1C=CN=C1)(N1C=CN=C1)=[O:16].[S:27]1[CH:31]=[CH:30][C:29]2[CH:32]=[C:33]([C:36]([NH2:39])([CH3:38])[CH3:37])[CH:34]=[CH:35][C:28]1=2.C(N(CC)CC)C. (2) The reactants are: [Cl:1][C:2]1[C:11]2[NH:10][C:9](=[O:12])[C:8]3[S:13][CH:14]=[CH:15][C:7]=3[C:6]=2[C:5]([C:16]2[CH:31]=[CH:30][C:19]([CH2:20][CH2:21][NH:22]C(=O)OC(C)(C)C)=[CH:18][CH:17]=2)=[C:4]([O:32]C)[CH:3]=1.B(Br)(Br)Br. Given the product [ClH:1].[NH2:22][CH2:21][CH2:20][C:19]1[CH:30]=[CH:31][C:16]([C:5]2[C:6]3[C:7]4[CH:15]=[CH:14][S:13][C:8]=4[C:9](=[O:12])[NH:10][C:11]=3[C:2]([Cl:1])=[CH:3][C:4]=2[OH:32])=[CH:17][CH:18]=1, predict the reactants needed to synthesize it. (3) The reactants are: [O:1]1[CH2:6][CH2:5][CH:4]([O:7][C:8]2[C:9]3[N:17]=[C:16]([C:18]4[CH:19]=[C:20]([NH2:24])[CH:21]=[N:22][CH:23]=4)[CH:15]=[CH:14][C:10]=3[N:11]=[CH:12][N:13]=2)[CH2:3][CH2:2]1.[Cl:25][C:26]1[CH:31]=[C:30]([Cl:32])[CH:29]=[CH:28][C:27]=1[S:33](Cl)(=[O:35])=[O:34]. Given the product [Cl:25][C:26]1[CH:31]=[C:30]([Cl:32])[CH:29]=[CH:28][C:27]=1[S:33]([NH:24][C:20]1[CH:21]=[N:22][CH:23]=[C:18]([C:16]2[CH:15]=[CH:14][C:10]3[N:11]=[CH:12][N:13]=[C:8]([O:7][CH:4]4[CH2:5][CH2:6][O:1][CH2:2][CH2:3]4)[C:9]=3[N:17]=2)[CH:19]=1)(=[O:35])=[O:34], predict the reactants needed to synthesize it. (4) The reactants are: Cl[C:2]1[C:3]2[CH:10]=[C:9]([C:11]3[CH:16]=[CH:15][C:14]([CH2:17][OH:18])=[CH:13][CH:12]=3)[NH:8][C:4]=2[N:5]=[CH:6][N:7]=1.[CH2:19]1[O:28][C:27]2[CH:26]=[CH:25][C:23]([NH2:24])=[CH:22][C:21]=2[O:20]1. Given the product [O:28]1[C:27]2[CH:26]=[CH:25][C:23]([NH:24][C:2]3[C:3]4[CH:10]=[C:9]([C:11]5[CH:16]=[CH:15][C:14]([CH2:17][OH:18])=[CH:13][CH:12]=5)[NH:8][C:4]=4[N:5]=[CH:6][N:7]=3)=[CH:22][C:21]=2[O:20][CH2:19]1, predict the reactants needed to synthesize it. (5) Given the product [CH3:1][O:2][C:3]1[CH:4]=[CH:5][C:6]([N:9]2[CH2:14][CH2:13][N:12]([C:15]3[S:16][C:17]([C:26]4[NH:30][N:29]=[N:28][N:27]=4)=[C:18]([C:20]4[CH:25]=[CH:24][CH:23]=[CH:22][CH:21]=4)[N:19]=3)[CH2:11][CH2:10]2)=[CH:7][CH:8]=1, predict the reactants needed to synthesize it. The reactants are: [CH3:1][O:2][C:3]1[CH:8]=[CH:7][C:6]([N:9]2[CH2:14][CH2:13][N:12]([C:15]3[S:16][C:17]([C:26]#[N:27])=[C:18]([C:20]4[CH:25]=[CH:24][CH:23]=[CH:22][CH:21]=4)[N:19]=3)[CH2:11][CH2:10]2)=[CH:5][CH:4]=1.[N-:28]=[N+:29]=[N-:30].[Na+].[Cl-].[NH4+]. (6) Given the product [C:1]([C@@H:5]1[CH2:6][CH2:7][C@H:8]([C:11]2[N:19]3[C:14]([C:15](=[O:28])[NH:16][C:17]([C:20]4[CH:21]=[C:37]([CH:25]=[CH:26][CH:27]=4)[C:36]([OH:35])=[O:38])=[N:18]3)=[C:13]([CH2:29][CH3:30])[N:12]=2)[CH2:9][CH2:10]1)([CH3:4])([CH3:3])[CH3:2], predict the reactants needed to synthesize it. The reactants are: [C:1]([C@@H:5]1[CH2:10][CH2:9][C@H:8]([C:11]2[N:19]3[C:14]([C:15](=[O:28])[NH:16][C:17]([C:20]4[CH:21]=C([CH:25]=[CH:26][CH:27]=4)C#N)=[N:18]3)=[C:13]([CH2:29][CH3:30])[N:12]=2)[CH2:7][CH2:6]1)([CH3:4])([CH3:3])[CH3:2].[OH-].[Na+].C([O:35][C:36](=[O:38])[CH3:37])C. (7) Given the product [Cl:20][C:18]1[C:17]([Cl:21])=[CH:16][C:3]2[N:4]([C:5]3[CH:10]=[CH:9][C:8]([C:11]([CH3:14])([CH3:15])[C:12]#[N:13])=[CH:7][CH:6]=3)[C:22]([CH2:23][CH3:24])=[N:1][C:2]=2[CH:19]=1, predict the reactants needed to synthesize it. The reactants are: [NH2:1][C:2]1[CH:19]=[C:18]([Cl:20])[C:17]([Cl:21])=[CH:16][C:3]=1[NH:4][C:5]1[CH:10]=[CH:9][C:8]([C:11]([CH3:15])([CH3:14])[C:12]#[N:13])=[CH:7][CH:6]=1.[C:22](Cl)(=O)[CH2:23][CH3:24]. (8) Given the product [Cl:30][C:19]1[N:20]=[C:21]([NH:22][CH2:23][CH:24]2[CH2:29][CH2:28][O:27][CH2:26][CH2:25]2)[C:16]2[O:15][N:14]=[C:13]([C:10]3[CH:11]=[CH:12][C:7]([C:42]([OH:44])=[O:43])=[CH:8][CH:9]=3)[C:17]=2[N:18]=1, predict the reactants needed to synthesize it. The reactants are: C1COCC1.Br[C:7]1[CH:12]=[CH:11][C:10]([C:13]2[C:17]3[N:18]=[C:19]([Cl:30])[N:20]=[C:21]([NH:22][CH2:23][CH:24]4[CH2:29][CH2:28][O:27][CH2:26][CH2:25]4)[C:16]=3[O:15][N:14]=2)=[CH:9][CH:8]=1.C([Li])CCC.CCCCCC.[C:42](=[O:44])=[O:43]. (9) Given the product [CH:61]1([NH:60][C:13]2[CH:14]=[CH:15][C:10]([C:8]([N:5]3[CH2:6][CH2:7][C:2]([CH2:19][N:20]4[C:25](=[O:26])[C:24]5[CH:27]=[N:28][N:29]([C:30]6[CH:31]=[CH:32][CH:33]=[CH:34][CH:35]=6)[C:23]=5[N:22]=[CH:21]4)([OH:1])[CH2:3][CH2:4]3)=[O:9])=[CH:11][CH:12]=2)[CH2:66][CH2:65]1, predict the reactants needed to synthesize it. The reactants are: [OH:1][C:2]1([CH2:19][N:20]2[C:25](=[O:26])[C:24]3[CH:27]=[N:28][N:29]([C:30]4[CH:35]=[CH:34][CH:33]=[CH:32][CH:31]=4)[C:23]=3[N:22]=[CH:21]2)[CH2:7][CH2:6][N:5]([C:8]([C:10]2[CH:15]=[CH:14][C:13](B(O)O)=[CH:12][CH:11]=2)=[O:9])[CH2:4][CH2:3]1.FC(F)(F)C(O)=O.OC1(CN2C(=O)[C:66]3[CH:65]=N[N:60]([C:61]4[CH:66]=[CH:65]C=CC=4)[C:61]=3[N:60]=C2)CCNCC1.OB(O)C1C=CC(C(O)=O)=CC=1.C1(N)CC1.N1C=CC=CC=1.